From a dataset of Forward reaction prediction with 1.9M reactions from USPTO patents (1976-2016). Predict the product of the given reaction. (1) Given the reactants [Cl:1][C:2]1[C:29]([O:30][CH3:31])=[C:28]([O:32][CH3:33])[C:27]([O:34][CH3:35])=[CH:26][C:3]=1[CH2:4][N:5]1[C:9]2[N:10]=[C:11]([NH2:15])[N:12]=[C:13]([Cl:14])[C:8]=2[C:7](=[CH:16][C:17]2[NH:21][CH:20]=[C:19]([C:22]([OH:24])=O)[CH:18]=2)[C:6]1=[O:25].[CH2:36]([N:38]([CH2:42][CH3:43])[CH2:39][CH2:40][NH2:41])[CH3:37].C(Cl)CCl.CO, predict the reaction product. The product is: [NH2:15][C:11]1[N:12]=[C:13]([Cl:14])[C:8]2=[C:9]([N:5]([CH2:4][C:3]3[CH:26]=[C:27]([O:34][CH3:35])[C:28]([O:32][CH3:33])=[C:29]([O:30][CH3:31])[C:2]=3[Cl:1])[C:6](=[O:25])/[C:7]/2=[CH:16]\[C:17]2[NH:21][CH:20]=[C:19]([C:22]([NH:41][CH2:40][CH2:39][N:38]([CH2:42][CH3:43])[CH2:36][CH3:37])=[O:24])[CH:18]=2)[N:10]=1. (2) Given the reactants Cl.Cl.[CH:3]1([CH2:6][N:7]([CH3:14])[CH:8]2[CH2:13][CH2:12][NH:11][CH2:10][CH2:9]2)[CH2:5][CH2:4]1.[F:15][C:16]([F:46])([F:45])[C:17]1[CH:18]=[C:19]([CH2:27][CH2:28][N:29]([CH3:44])[C:30](=[O:43])[CH:31](OS(C)(=O)=O)[C:32]2[CH:37]=[CH:36][CH:35]=[CH:34][CH:33]=2)[CH:20]=[C:21]([C:23]([F:26])([F:25])[F:24])[CH:22]=1.C(N(CC)CC)C, predict the reaction product. The product is: [F:15][C:16]([F:45])([F:46])[C:17]1[CH:18]=[C:19]([CH2:27][CH2:28][N:29]([CH3:44])[C:30](=[O:43])[CH:31]([N:11]2[CH2:12][CH2:13][CH:8]([N:7]([CH2:6][CH:3]3[CH2:4][CH2:5]3)[CH3:14])[CH2:9][CH2:10]2)[C:32]2[CH:37]=[CH:36][CH:35]=[CH:34][CH:33]=2)[CH:20]=[C:21]([C:23]([F:25])([F:26])[F:24])[CH:22]=1. (3) The product is: [NH:22]1[C:30]2[C:25](=[CH:26][CH:27]=[CH:28][CH:29]=2)[CH2:24][C:23]1=[O:32]. Given the reactants O1CCOCCOCCOCCOCCOCC1.[F-].[K+].C[N:22]1[C:30]2[C:25](=[CH:26][CH:27]=[CH:28][CH:29]=2)[C:24](=O)[C:23]1=[O:32].N1C=CC=CC=1, predict the reaction product. (4) Given the reactants N(OC(C)(C)C)=O.N[C:9]1[N:17]=[C:16]([C:18]2[C:26]3[C:21](=[N:22][CH:23]=[CH:24][CH:25]=3)[N:20]([CH2:27][C:28]3[CH:33]=[CH:32][CH:31]=[CH:30][C:29]=3[F:34])[N:19]=2)[N:15]=[C:14]2[C:10]=1[N:11]([CH2:36][C:37]([F:40])([F:39])[F:38])[C:12](=[O:35])[NH:13]2.O, predict the reaction product. The product is: [F:34][C:29]1[CH:30]=[CH:31][CH:32]=[CH:33][C:28]=1[CH2:27][N:20]1[C:21]2=[N:22][CH:23]=[CH:24][CH:25]=[C:26]2[C:18]([C:16]2[N:15]=[C:14]3[C:10]([N:11]([CH2:36][C:37]([F:38])([F:39])[F:40])[C:12](=[O:35])[NH:13]3)=[CH:9][N:17]=2)=[N:19]1. (5) Given the reactants Cl.[CH2:2]([O:9][C:10]1[CH:19]=[CH:18][CH:17]=[C:16]2[C:11]=1[CH2:12][CH2:13][CH2:14][CH:15]2[C:20]([N:22]([C:29]1[CH:30]=[N:31][C:32]([CH:35]([CH3:37])[CH3:36])=[CH:33][CH:34]=1)[CH2:23][C:24]1[CH:25]=[N:26][NH:27][CH:28]=1)=[O:21])[C:3]1[CH:8]=[CH:7][CH:6]=[CH:5][CH:4]=1.[CH2:38]([C:42]1[CH:43]=[CH:44][C:45]([CH2:48]Cl)=[N:46][CH:47]=1)[CH2:39][CH2:40][CH3:41], predict the reaction product. The product is: [CH2:2]([O:9][C:10]1[CH:19]=[CH:18][CH:17]=[C:16]2[C:11]=1[CH2:12][CH2:13][CH2:14][CH:15]2[C:20]([N:22]([CH2:23][C:24]1[CH:25]=[N:26][N:27]([CH2:48][C:45]2[CH:44]=[CH:43][C:42]([CH2:38][CH2:39][CH2:40][CH3:41])=[CH:47][N:46]=2)[CH:28]=1)[C:29]1[CH:30]=[N:31][C:32]([CH:35]([CH3:37])[CH3:36])=[CH:33][CH:34]=1)=[O:21])[C:3]1[CH:8]=[CH:7][CH:6]=[CH:5][CH:4]=1.